The task is: Predict the reaction yield, written as a fraction of the theoretical maximum amount of product (1.0 means a 100% yield; for example, 0.34 means a 34% yield).. This data is from Reaction yield outcomes from USPTO patents with 853,638 reactions. (1) The reactants are [Cl:1][C:2]1[CH:7]=[CH:6][N:5]=[C:4]([N:8]2[CH2:13][CH2:12][N:11](C(OC(C)(C)C)=O)[CH2:10][CH2:9]2)[N:3]=1.[F:21][C:22]1[CH:27]=[CH:26][C:25](B(O)O)=[CH:24][CH:23]=1. No catalyst specified. The product is [ClH:1].[ClH:1].[F:21][C:22]1[CH:27]=[CH:26][C:25]([C:2]2[CH:7]=[CH:6][N:5]=[C:4]([N:8]3[CH2:9][CH2:10][NH:11][CH2:12][CH2:13]3)[N:3]=2)=[CH:24][CH:23]=1. The yield is 0.920. (2) The reactants are [Cl:1][C:2]1[CH:7]=[CH:6][C:5]([N:8]=[C:9]=[O:10])=[C:4]([CH3:11])[CH:3]=1.[NH2:12][C:13]1[C:14]2[C:21]([C:22]([C:24]3[CH:25]=[N:26][CH:27]=[C:28]([NH2:30])[CH:29]=3)=[O:23])=[CH:20][N:19]([CH:31]([CH3:33])[CH3:32])[C:15]=2[N:16]=[CH:17][N:18]=1. The catalyst is N1C=CC=CC=1. The product is [NH2:12][C:13]1[C:14]2[C:21]([C:22]([C:24]3[CH:29]=[C:28]([NH:30][C:9]([NH:8][C:5]4[CH:6]=[CH:7][C:2]([Cl:1])=[CH:3][C:4]=4[CH3:11])=[O:10])[CH:27]=[N:26][CH:25]=3)=[O:23])=[CH:20][N:19]([CH:31]([CH3:33])[CH3:32])[C:15]=2[N:16]=[CH:17][N:18]=1. The yield is 0.830.